This data is from Full USPTO retrosynthesis dataset with 1.9M reactions from patents (1976-2016). The task is: Predict the reactants needed to synthesize the given product. (1) Given the product [NH3:15].[CH2:10]([O:11][CH:12]1[CH2:13][CH2:14][N:15]([C:18]([CH3:37])([CH3:36])[CH2:19][CH2:20][C:21]([C:24]2[CH:25]=[CH:26][CH:27]=[CH:28][CH:29]=2)([C:30]2[CH:31]=[CH:32][CH:33]=[CH:34][CH:35]=2)[C:22]#[N:23])[CH2:16][CH2:17]1)[C:9]1[CH:8]=[CH:7][CH:40]=[CH:39][CH:38]=1, predict the reactants needed to synthesize it. The reactants are: C([Li])CCC.Br[C:7]1[CH:8]=[C:9]([CH:38]=[CH:39][CH:40]=1)[CH2:10][O:11][CH:12]1[CH2:17][CH2:16][N:15]([C:18]([CH3:37])([CH3:36])[CH2:19][CH2:20][C:21]([C:30]2[CH:35]=[CH:34][CH:33]=[CH:32][CH:31]=2)([C:24]2[CH:29]=[CH:28][CH:27]=[CH:26][CH:25]=2)[C:22]#[N:23])[CH2:14][CH2:13]1.C(=O)=O. (2) Given the product [Cl:23][C:6]1[CH:5]=[CH:4][C:3]([CH2:2][NH:1][C:24](=[O:29])[C:25]([CH3:28])([CH3:27])[CH3:26])=[CH:8][C:7]=1[C:9]1[NH:10][C:11](=[O:22])[N:12]([C:14]2[CH:19]=[CH:18][C:17]([F:20])=[C:16]([Cl:21])[CH:15]=2)[N:13]=1, predict the reactants needed to synthesize it. The reactants are: [NH2:1][CH2:2][C:3]1[CH:4]=[CH:5][C:6]([Cl:23])=[C:7]([C:9]2[NH:10][C:11](=[O:22])[N:12]([C:14]3[CH:19]=[CH:18][C:17]([F:20])=[C:16]([Cl:21])[CH:15]=3)[N:13]=2)[CH:8]=1.[C:24](Cl)(=[O:29])[C:25]([CH3:28])([CH3:27])[CH3:26].CCN(C(C)C)C(C)C. (3) Given the product [Cl:1][C:2]1[CH:15]=[C:14]([F:16])[C:13]([N:17]2[C:22](=[O:23])[CH:21]=[C:20]([C:24]([F:27])([F:26])[F:25])[N:19]([CH3:28])[C:18]2=[O:29])=[CH:12][C:3]=1[O:4][C:5]1[C:6]([O:11][CH2:41][C:42]([O:44][CH2:45][CH3:46])=[O:43])=[N:7][CH:8]=[CH:9][CH:10]=1, predict the reactants needed to synthesize it. The reactants are: [Cl:1][C:2]1[CH:15]=[C:14]([F:16])[C:13]([N:17]2[C:22](=[O:23])[CH:21]=[C:20]([C:24]([F:27])([F:26])[F:25])[N:19]([CH3:28])[C:18]2=[O:29])=[CH:12][C:3]=1[O:4][C:5]1[C:6](=[O:11])[NH:7][CH:8]=[CH:9][CH:10]=1.[Sn](Cl)(Cl)(Cl)Cl.ClCCCl.[N+](=[CH:41][C:42]([O:44][CH2:45][CH3:46])=[O:43])=[N-]. (4) The reactants are: O.ON1C2C=CC=CC=2N=N1.Cl.CN(C)CCCN=C=NCC.C(=O)([O-])O.[Na+].[CH:29]1([C:32]([C:34]2[CH:61]=[CH:60][C:37]([O:38][CH:39]([C:41]3[N:45]=[C:44]([C:46]4[CH:58]=[CH:57][C:49]([C:50]([O:52]C(C)(C)C)=[O:51])=[C:48]([F:59])[CH:47]=4)[O:43][N:42]=3)[CH3:40])=[CH:36][CH:35]=2)=[O:33])[CH2:31][CH2:30]1.FC(F)(F)C(O)=O. Given the product [CH:29]1([C:32]([C:34]2[CH:61]=[CH:60][C:37]([O:38][CH:39]([C:41]3[N:45]=[C:44]([C:46]4[CH:58]=[CH:57][C:49]([C:50]([OH:52])=[O:51])=[C:48]([F:59])[CH:47]=4)[O:43][N:42]=3)[CH3:40])=[CH:36][CH:35]=2)=[O:33])[CH2:31][CH2:30]1, predict the reactants needed to synthesize it.